This data is from Peptide-MHC class I binding affinity with 185,985 pairs from IEDB/IMGT. The task is: Regression. Given a peptide amino acid sequence and an MHC pseudo amino acid sequence, predict their binding affinity value. This is MHC class I binding data. The peptide sequence is RQLFKPLTK. The MHC is HLA-A68:01 with pseudo-sequence HLA-A68:01. The binding affinity (normalized) is 0.